The task is: Predict the product of the given reaction.. This data is from Forward reaction prediction with 1.9M reactions from USPTO patents (1976-2016). (1) Given the reactants Br[C:2]1[CH:7]=[CH:6][C:5]([CH2:8][O:9][Si:10]([C:13]([CH3:16])([CH3:15])[CH3:14])([CH3:12])[CH3:11])=[CH:4][N:3]=1.[Li]CCCC.CN([CH:25]=[O:26])C.[BH4-].[Na+], predict the reaction product. The product is: [Si:10]([O:9][CH2:8][C:5]1[CH:6]=[CH:7][C:2]([CH2:25][OH:26])=[N:3][CH:4]=1)([C:13]([CH3:16])([CH3:15])[CH3:14])([CH3:12])[CH3:11]. (2) Given the reactants [Br:1][C:2]1[CH:7]=[CH:6][C:5]([N:8]2[C:16]3[C:11](=[CH:12][C:13]([O:17][CH2:18][CH2:19][CH2:20][CH2:21][N:22]([CH2:25][CH3:26])[CH2:23][CH3:24])=[CH:14][CH:15]=3)[CH:10]=[CH:9]2)=[CH:4][CH:3]=1.[BH3-]C#N.[Na+].CCOCC.[OH-].[Na+], predict the reaction product. The product is: [NH3:8].[Br:1][C:2]1[CH:3]=[CH:4][C:5]([N:8]2[C:16]3[C:11](=[CH:12][C:13]([O:17][CH2:18][CH2:19][CH2:20][CH2:21][N:22]([CH2:23][CH3:24])[CH2:25][CH3:26])=[CH:14][CH:15]=3)[CH2:10][CH2:9]2)=[CH:6][CH:7]=1.